This data is from NCI-60 drug combinations with 297,098 pairs across 59 cell lines. The task is: Regression. Given two drug SMILES strings and cell line genomic features, predict the synergy score measuring deviation from expected non-interaction effect. (1) Drug 1: CNC(=O)C1=CC=CC=C1SC2=CC3=C(C=C2)C(=NN3)C=CC4=CC=CC=N4. Drug 2: CCN(CC)CCCC(C)NC1=C2C=C(C=CC2=NC3=C1C=CC(=C3)Cl)OC. Cell line: SF-539. Synergy scores: CSS=28.7, Synergy_ZIP=-2.75, Synergy_Bliss=-0.827, Synergy_Loewe=0.108, Synergy_HSA=0.424. (2) Drug 1: C1=NC2=C(N=C(N=C2N1C3C(C(C(O3)CO)O)O)F)N. Drug 2: CN(C(=O)NC(C=O)C(C(C(CO)O)O)O)N=O. Cell line: T-47D. Synergy scores: CSS=-2.31, Synergy_ZIP=1.59, Synergy_Bliss=1.93, Synergy_Loewe=-5.91, Synergy_HSA=-6.24. (3) Drug 1: COC1=C(C=C2C(=C1)N=CN=C2NC3=CC(=C(C=C3)F)Cl)OCCCN4CCOCC4. Drug 2: CCC1=CC2CC(C3=C(CN(C2)C1)C4=CC=CC=C4N3)(C5=C(C=C6C(=C5)C78CCN9C7C(C=CC9)(C(C(C8N6C)(C(=O)OC)O)OC(=O)C)CC)OC)C(=O)OC.C(C(C(=O)O)O)(C(=O)O)O. Cell line: ACHN. Synergy scores: CSS=61.6, Synergy_ZIP=1.84, Synergy_Bliss=1.80, Synergy_Loewe=6.45, Synergy_HSA=7.09. (4) Drug 1: C(=O)(N)NO. Drug 2: CC1C(C(CC(O1)OC2CC(CC3=C2C(=C4C(=C3O)C(=O)C5=C(C4=O)C(=CC=C5)OC)O)(C(=O)CO)O)N)O.Cl. Cell line: SK-OV-3. Synergy scores: CSS=14.6, Synergy_ZIP=0.752, Synergy_Bliss=1.85, Synergy_Loewe=-18.8, Synergy_HSA=0.466.